From a dataset of Forward reaction prediction with 1.9M reactions from USPTO patents (1976-2016). Predict the product of the given reaction. (1) Given the reactants [CH2:1]([O:8][C:9]([N:11]1[CH2:20][CH2:19][C:18]2[C:13](=[CH:14][CH:15]=[C:16]([O:21][CH3:22])[CH:17]=2)[C:12]1=[CH2:23])=[O:10])[C:2]1[CH:7]=[CH:6][CH:5]=[CH:4][CH:3]=1.C([O-])(=[O:26])C.C([O-])(=O)C.C([O-])(=O)C.C([O-])(=O)C.[Pb+4], predict the reaction product. The product is: [CH2:1]([O:8][C:9]([N:11]1[CH2:20][CH2:19][C:18]2[CH:17]=[C:16]([O:21][CH3:22])[CH:15]=[CH:14][C:13]=2[CH2:23][C:12]1=[O:26])=[O:10])[C:2]1[CH:3]=[CH:4][CH:5]=[CH:6][CH:7]=1. (2) Given the reactants [Cl:1][C:2]1[CH:3]=[CH:4][CH:5]=[C:6]2[C:10]=1[N:9]([CH:11]([CH3:13])[CH3:12])[N:8]=[C:7]2[C:14]1[CH:19]=[CH:18][C:17]([O:20]C)=[CH:16][C:15]=1[O:22]C.B(Br)(Br)Br.C1CCCCC=1, predict the reaction product. The product is: [Cl:1][C:2]1[CH:3]=[CH:4][CH:5]=[C:6]2[C:10]=1[N:9]([CH:11]([CH3:13])[CH3:12])[N:8]=[C:7]2[C:14]1[CH:19]=[CH:18][C:17]([OH:20])=[CH:16][C:15]=1[OH:22]. (3) Given the reactants [Cl:1][C:2]1[CH:3]=[C:4]2[C:9](=[CH:10][CH:11]=1)[C:8]([N:12]([CH3:14])[CH3:13])=[N:7][CH2:6][CH:5]2[C:15]1[CH:20]=[CH:19][C:18]([N+:21]([O-])=O)=[CH:17][CH:16]=1.Cl, predict the reaction product. The product is: [ClH:1].[NH2:21][C:18]1[CH:17]=[CH:16][C:15]([CH:5]2[C:4]3[C:9](=[CH:10][CH:11]=[C:2]([Cl:1])[CH:3]=3)[C:8]([N:12]([CH3:14])[CH3:13])=[N:7][CH2:6]2)=[CH:20][CH:19]=1. (4) The product is: [S:15]([OH:35])(=[O:17])(=[O:16])[CH3:18].[NH:29]1[CH:33]=[C:32]([CH2:34][N:10]2[C:11]3[CH:26]=[CH:25][C:24]([C:27]#[N:28])=[CH:23][C:12]=3[CH2:13][N:14]([S:15]([C:18]3[S:19][CH:20]=[CH:21][CH:22]=3)(=[O:17])=[O:16])[C@H:8]([CH2:7][C:1]3[CH:6]=[CH:5][CH:4]=[CH:3][CH:2]=3)[CH2:9]2)[N:31]=[CH:30]1. Given the reactants [C:1]1([CH2:7][C@H:8]2[N:14]([S:15]([C:18]3[S:19][CH:20]=[CH:21][CH:22]=3)(=[O:17])=[O:16])[CH2:13][C:12]3[CH:23]=[C:24]([C:27]#[N:28])[CH:25]=[CH:26][C:11]=3[NH:10][CH2:9]2)[CH:6]=[CH:5][CH:4]=[CH:3][CH:2]=1.[NH:29]1[CH:33]=[C:32]([CH:34]=[O:35])[N:31]=[CH:30]1.FC(F)(F)C(O)=O.FC(F)(F)C(OC(=O)C(F)(F)F)=O.[BH-](OC(C)=O)(OC(C)=O)OC(C)=O.[Na+], predict the reaction product.